Dataset: Forward reaction prediction with 1.9M reactions from USPTO patents (1976-2016). Task: Predict the product of the given reaction. (1) Given the reactants [NH:1]1[C:9]2[C:4](=[CH:5][C:6]([O:10][C:11]3[CH:16]=[CH:15][CH:14]=[CH:13][C:12]=3[CH2:17][N:18]([CH3:20])[CH3:19])=[CH:7][CH:8]=2)[CH:3]=[N:2]1.[ClH:21].C(OCC)C, predict the reaction product. The product is: [ClH:21].[NH:1]1[C:9]2[C:4](=[CH:5][C:6]([O:10][C:11]3[CH:16]=[CH:15][CH:14]=[CH:13][C:12]=3[CH2:17][N:18]([CH3:20])[CH3:19])=[CH:7][CH:8]=2)[CH:3]=[N:2]1. (2) Given the reactants [CH:1]([NH:4][NH:5][C:6]([CH:8]1[CH2:13][CH2:12][S:11][CH2:10][CH2:9]1)=[O:7])([CH3:3])[CH3:2].[Br:14][C:15]1[CH:25]=[C:24]([F:26])[CH:23]=[CH:22][C:16]=1[O:17][CH2:18][C:19](O)=[O:20].C1C=CC2N(O)N=NC=2C=1.CCN=C=NCCCN(C)C.C(N(CC)CC)C, predict the reaction product. The product is: [Br:14][C:15]1[CH:25]=[C:24]([F:26])[CH:23]=[CH:22][C:16]=1[O:17][CH2:18][C:19]([N:4]([CH:1]([CH3:3])[CH3:2])[NH:5][C:6]([CH:8]1[CH2:9][CH2:10][S:11][CH2:12][CH2:13]1)=[O:7])=[O:20]. (3) Given the reactants [C:1]([C:3]1[CH:8]=[C:7]([CH3:9])[CH:6]=[CH:5][C:4]=1[C:10]1[CH:15]=[C:14]([CH2:16][OH:17])[CH:13]=[C:12]([C:18]([OH:20])=O)[CH:11]=1)#[N:2].Cl.Cl.[CH3:23][C:24]1[N:29]=[CH:28][C:27]([C@H:30]([NH2:32])[CH3:31])=[CH:26][CH:25]=1.F[P-](F)(F)(F)(F)F.C[N+](C)=C(N(C)C)ON1C2N=CC=CC=2N=N1.C(N(CC)C(C)C)(C)C, predict the reaction product. The product is: [C:1]([C:3]1[CH:8]=[C:7]([CH3:9])[CH:6]=[CH:5][C:4]=1[C:10]1[CH:15]=[C:14]([CH2:16][OH:17])[CH:13]=[C:12]([C:18]([NH:32][C@@H:30]([C:27]2[CH:28]=[N:29][C:24]([CH3:23])=[CH:25][CH:26]=2)[CH3:31])=[O:20])[CH:11]=1)#[N:2]. (4) Given the reactants [CH3:1][C:2]1[N:3]=[C:4](Cl)[C:5]2[CH:10]=[C:9]([CH3:11])[S:8][C:6]=2[N:7]=1.Cl.[OH:14][C:15]1[CH:16]=[C:17]([CH:21]=[CH:22][CH:23]=1)[CH2:18][CH2:19][NH2:20], predict the reaction product. The product is: [OH:14][C:15]1[CH:16]=[C:17]([CH:21]=[CH:22][CH:23]=1)[CH2:18][CH2:19][NH:20][C:4]1[C:5]2[CH:10]=[C:9]([CH3:11])[S:8][C:6]=2[N:7]=[C:2]([CH3:1])[N:3]=1. (5) The product is: [CH3:1][N:2]1[CH:6]=[C:5]([CH:7]=[N:11][OH:10])[CH:4]=[N:3]1. Given the reactants [CH3:1][N:2]1[CH:6]=[C:5]([CH:7]=O)[CH:4]=[N:3]1.Cl.[OH:10][NH2:11].C(O)C, predict the reaction product. (6) Given the reactants ClCCl.[NH:4]1[CH2:8][CH2:7][C@H:6]([OH:9])[CH2:5]1.C(N(CC)CC)C.[C:17]([N:21]=[C:22]=[O:23])([CH3:20])([CH3:19])[CH3:18], predict the reaction product. The product is: [C:17]([NH:21][C:22]([N:4]1[CH2:8][CH2:7][C@H:6]([OH:9])[CH2:5]1)=[O:23])([CH3:20])([CH3:19])[CH3:18].